The task is: Regression. Given two drug SMILES strings and cell line genomic features, predict the synergy score measuring deviation from expected non-interaction effect.. This data is from NCI-60 drug combinations with 297,098 pairs across 59 cell lines. Drug 1: CN1CCC(CC1)COC2=C(C=C3C(=C2)N=CN=C3NC4=C(C=C(C=C4)Br)F)OC. Drug 2: C1=NC2=C(N1)C(=S)N=CN2. Cell line: UACC-257. Synergy scores: CSS=3.10, Synergy_ZIP=-6.61, Synergy_Bliss=-11.7, Synergy_Loewe=-18.5, Synergy_HSA=-12.2.